Predict the reaction yield, written as a fraction of the theoretical maximum amount of product (1.0 means a 100% yield; for example, 0.34 means a 34% yield). From a dataset of Reaction yield outcomes from USPTO patents with 853,638 reactions. (1) The reactants are [Li][CH2:2][CH2:3][CH2:4][CH3:5].C1[C:11]2[CH:12]=[CH:13][C:10]=2[CH:9]=[C:8](C=O)C=1.[NH4+].[Cl-].C([O-])(O)=O.[Na+]. The catalyst is [Br-].C[P+](C1C=CC=CC=1)(C1C=CC=CC=1)C1C=CC=CC=1.C1COCC1. The product is [CH:4]([C:3]1[CH:2]=[CH:8][CH:9]=[C:10]2[CH2:13][CH2:12][C:11]=12)=[CH2:5]. The yield is 0.780. (2) The reactants are [CH:1]1([C:7]2[CH:8]=[CH:9][C:10]3[O:14][C:13]([C:15]4[CH:22]=[CH:21][C:18]([CH:19]=O)=[CH:17][CH:16]=4)=[CH:12][C:11]=3[CH:23]=2)[CH2:6][CH2:5][CH2:4][CH2:3][CH2:2]1.C(O)(=O)C.[NH:28]1[CH2:31][CH:30]([C:32]([OH:34])=[O:33])[CH2:29]1.C([BH3-])#N.[Na+]. The yield is 0.420. The catalyst is C(Cl)Cl.CO.CO. The product is [CH:1]1([C:7]2[CH:8]=[CH:9][C:10]3[O:14][C:13]([C:15]4[CH:16]=[CH:17][C:18]([CH2:19][N:28]5[CH2:31][CH:30]([C:32]([OH:34])=[O:33])[CH2:29]5)=[CH:21][CH:22]=4)=[CH:12][C:11]=3[CH:23]=2)[CH2:2][CH2:3][CH2:4][CH2:5][CH2:6]1. (3) The reactants are [NH2:1][C:2]1[CH:6]=[C:5](Cl)[N:4]([C:8]2[CH:13]=[CH:12][C:11]([C:14]3[CH:18]=[CH:17][S:16][CH:15]=3)=[CH:10][CH:9]=2)[C:3]=1[C:19]([O:21][CH2:22][CH3:23])=[O:20].C(P(C(C)(C)C)C1C=CC2C(=CC=CC=2)C=1C1C2C(=CC=CC=2)C=CC=1)(C)(C)C.[CH3:53][N:54](C)C(=O)C. The catalyst is [C-]#N.[Zn+2].[C-]#N.[Zn].[Pd+2].FC(F)(F)C([O-])=O.FC(F)(F)C([O-])=O. The product is [NH2:1][C:2]1[CH:6]=[C:5]([C:53]#[N:54])[N:4]([C:8]2[CH:13]=[CH:12][C:11]([C:14]3[CH:18]=[CH:17][S:16][CH:15]=3)=[CH:10][CH:9]=2)[C:3]=1[C:19]([O:21][CH2:22][CH3:23])=[O:20]. The yield is 0.410. (4) The reactants are [Br:1][C:2]1[CH:3]=[C:4]([C:15]([NH:17][CH2:18][C:19]2[C:20]([CH3:36])=[CH:21][C:22]([CH2:27][NH:28]C(=O)OC(C)(C)C)=[N:23][C:24]=2[O:25]C)=[O:16])[C:5]2[C:6]([CH3:14])=[CH:7][N:8]([CH:11]([CH3:13])[CH3:12])[C:9]=2[CH:10]=1.Cl. The catalyst is O1CCCC1. The product is [NH2:28][CH2:27][C:22]1[NH:23][C:24](=[O:25])[C:19]([CH2:18][NH:17][C:15]([C:4]2[C:5]3[C:6]([CH3:14])=[CH:7][N:8]([CH:11]([CH3:12])[CH3:13])[C:9]=3[CH:10]=[C:2]([Br:1])[CH:3]=2)=[O:16])=[C:20]([CH3:36])[CH:21]=1. The yield is 0.820.